This data is from CYP1A2 inhibition data for predicting drug metabolism from PubChem BioAssay. The task is: Regression/Classification. Given a drug SMILES string, predict its absorption, distribution, metabolism, or excretion properties. Task type varies by dataset: regression for continuous measurements (e.g., permeability, clearance, half-life) or binary classification for categorical outcomes (e.g., BBB penetration, CYP inhibition). Dataset: cyp1a2_veith. (1) The compound is C[C@@]12CCC(=O)C=C1CC[C@@H]1[C@@H]3CC[C@H](C(=O)COS(=O)(=O)c4ccc(Br)cc4)[C@]3(C)CC[C@H]12. The result is 0 (non-inhibitor). (2) The drug is O=C(c1cc(C(F)(F)F)cc(C(F)(F)F)c1)N1CCC2(CC1)CCN(c1ccccc1)CC2. The result is 0 (non-inhibitor). (3) The drug is COc1cccc(/C(O)=C2/C(=O)C(=O)N(CCCN3CCOCC3)C2c2ccncc2)c1. The result is 0 (non-inhibitor).